This data is from Reaction yield outcomes from USPTO patents with 853,638 reactions. The task is: Predict the reaction yield, written as a fraction of the theoretical maximum amount of product (1.0 means a 100% yield; for example, 0.34 means a 34% yield). (1) The reactants are [C:1]1(=[O:11])[O:6][C:4](=[O:5])[C:3]2=[CH:7][CH:8]=[CH:9][CH:10]=[C:2]12.[CH3:12][O:13][C:14]1[CH:15]=[C:16]2[C:21](=[C:22]3[CH2:26][C:25]([CH3:28])([CH3:27])[O:24][C:23]=13)[C:20]([C:29]1[CH:30]=[C:31]([NH2:35])[CH:32]=[CH:33][CH:34]=1)=[N:19][C:18]([CH3:37])([CH3:36])[CH2:17]2.C(OC(C)C)(C)C. The catalyst is O1CCCC1. The yield is 0.840. The product is [CH3:12][O:13][C:14]1[CH:15]=[C:16]2[C:21](=[C:22]3[CH2:26][C:25]([CH3:28])([CH3:27])[O:24][C:23]=13)[C:20]([C:29]1[CH:30]=[C:31]([NH:35][C:4]([C:3]3[CH:7]=[CH:8][CH:9]=[CH:10][C:2]=3[C:1]([OH:6])=[O:11])=[O:5])[CH:32]=[CH:33][CH:34]=1)=[N:19][C:18]([CH3:37])([CH3:36])[CH2:17]2. (2) The reactants are I[C:2]1[CH:7]=[CH:6][C:5]([S:8]([CH3:11])(=[O:10])=[O:9])=[CH:4][CH:3]=1.I[C:13]([F:20])([F:19])[C:14]([O:16][CH2:17][CH3:18])=[O:15].[Cl-].[NH4+]. The catalyst is CS(C)=O.[Cu]. The product is [F:19][C:13]([F:20])([C:2]1[CH:7]=[CH:6][C:5]([S:8]([CH3:11])(=[O:10])=[O:9])=[CH:4][CH:3]=1)[C:14]([O:16][CH2:17][CH3:18])=[O:15]. The yield is 0.500.